Task: Predict which catalyst facilitates the given reaction.. Dataset: Catalyst prediction with 721,799 reactions and 888 catalyst types from USPTO (1) Reactant: [CH2:1]([S:3]([C:6]1[CH:14]=[C:13]2[C:9]([C:10]([CH3:19])([CH3:18])[CH2:11][N:12]2C(=O)C)=[CH:8][CH:7]=1)(=[O:5])=[O:4])[CH3:2].Cl. Product: [CH2:1]([S:3]([C:6]1[CH:14]=[C:13]2[C:9]([C:10]([CH3:18])([CH3:19])[CH2:11][NH:12]2)=[CH:8][CH:7]=1)(=[O:4])=[O:5])[CH3:2]. The catalyst class is: 5. (2) Reactant: [N+:1]([C:4]1[CH:5]=[CH:6][C:7]([N:10]2[CH2:15][CH2:14][N:13]([C:16]3[N:21]=[C:20]([C:22]([F:25])([F:24])[F:23])[N:19]=[C:18]([C:26]4[CH:31]=[CH:30][C:29]([F:32])=[CH:28][CH:27]=4)[C:17]=3[C:33]3[CH:34]=[C:35]([S:39]([NH2:42])(=[O:41])=[O:40])[CH:36]=[CH:37][CH:38]=3)[CH2:12][CH2:11]2)=[N:8][CH:9]=1)([O-])=O.O.O.[Sn](Cl)Cl.C(=O)(O)[O-].[Na+]. Product: [NH2:1][C:4]1[CH:5]=[CH:6][C:7]([N:10]2[CH2:15][CH2:14][N:13]([C:16]3[N:21]=[C:20]([C:22]([F:23])([F:24])[F:25])[N:19]=[C:18]([C:26]4[CH:31]=[CH:30][C:29]([F:32])=[CH:28][CH:27]=4)[C:17]=3[C:33]3[CH:34]=[C:35]([S:39]([NH2:42])(=[O:41])=[O:40])[CH:36]=[CH:37][CH:38]=3)[CH2:12][CH2:11]2)=[N:8][CH:9]=1. The catalyst class is: 33. (3) The catalyst class is: 12. Reactant: [Si:1]([O:8][CH:9]1[CH2:14][C:13](=[O:15])[O:12][C:11](=O)[CH2:10]1)([C:4]([CH3:7])([CH3:6])[CH3:5])([CH3:3])[CH3:2].[OH-].[NH4+:18].N. Product: [Si:1]([O:8][CH:9]1[CH2:14][C:13](=[O:15])[NH:18][C:11](=[O:12])[CH2:10]1)([C:4]([CH3:7])([CH3:6])[CH3:5])([CH3:3])[CH3:2]. (4) Product: [Cl:1][C:2]1[CH:27]=[CH:26][C:5]2[N:6]3[C:23]([CH:24]=[O:25])=[CH:22][CH:21]=[C:7]3[C:8]3([CH2:10][CH2:11][NH:12][CH2:13][CH2:14]3)[O:9][C:4]=2[CH:3]=1. Reactant: [Cl:1][C:2]1[CH:27]=[CH:26][C:5]2[N:6]3[C:23]([CH:24]=[O:25])=[CH:22][CH:21]=[C:7]3[C:8]3([CH2:14][CH2:13][N:12](C(=O)C(F)(F)F)[CH2:11][CH2:10]3)[O:9][C:4]=2[CH:3]=1.C([O-])([O-])=O.[K+].[K+].O. The catalyst class is: 5. (5) Reactant: Cl[C:2]1[C:11]2[C:6](=[CH:7][C:8]([O:14][CH2:15][CH2:16][CH2:17][N:18]3[CH2:22][CH2:21][CH2:20][CH2:19]3)=[C:9]([O:12][CH3:13])[CH:10]=2)[N:5]=[CH:4][N:3]=1.[F:23][C:24]1[CH:32]=[C:31]2[C:27]([CH:28]=[CH:29][NH:30]2)=[CH:26][C:25]=1[OH:33].C(=O)([O-])[O-].[K+].[K+]. Product: [F:23][C:24]1[CH:32]=[C:31]2[C:27]([CH:28]=[CH:29][NH:30]2)=[CH:26][C:25]=1[O:33][C:2]1[C:11]2[C:6](=[CH:7][C:8]([O:14][CH2:15][CH2:16][CH2:17][N:18]3[CH2:22][CH2:21][CH2:20][CH2:19]3)=[C:9]([O:12][CH3:13])[CH:10]=2)[N:5]=[CH:4][N:3]=1. The catalyst class is: 3.